This data is from Full USPTO retrosynthesis dataset with 1.9M reactions from patents (1976-2016). The task is: Predict the reactants needed to synthesize the given product. (1) The reactants are: [C:1]([C:3]1[CH:4]=[C:5]2[C:10](=[C:11]([OH:13])[CH:12]=1)[O:9][C:8]([CH3:15])([CH3:14])[CH2:7][C:6]2([CH3:17])[CH3:16])#[CH:2].[CH3:18][O:19][C:20](=[O:48])[CH:21]([C:23]1[CH:28]=[CH:27][C:26](C#CC2C=C(C3CC3)C3OC4(CC4)CC(C)(C)C=3C=2)=[CH:25][CH:24]=1)[CH3:22].C(N(CC)CC)C.C(OCC)(=O)C. Given the product [CH3:18][O:19][C:20](=[O:48])[CH:21]([C:23]1[CH:24]=[CH:25][C:26]([C:2]#[C:1][C:3]2[CH:4]=[C:5]3[C:10](=[C:11]([OH:13])[CH:12]=2)[O:9][C:8]([CH3:15])([CH3:14])[CH2:7][C:6]3([CH3:17])[CH3:16])=[CH:27][CH:28]=1)[CH3:22], predict the reactants needed to synthesize it. (2) Given the product [Br:1][C:2]1[N:7]=[C:6]([CH2:8][N:14]2[C:10](=[O:20])[C:11]3[C:12](=[CH:16][CH:17]=[CH:18][CH:19]=3)[C:13]2=[O:15])[CH:5]=[CH:4][CH:3]=1, predict the reactants needed to synthesize it. The reactants are: [Br:1][C:2]1[N:7]=[C:6]([CH2:8]O)[CH:5]=[CH:4][CH:3]=1.[C:10]1(=[O:20])[NH:14][C:13](=[O:15])[C:12]2=[CH:16][CH:17]=[CH:18][CH:19]=[C:11]12.C1(P(C2C=CC=CC=2)C2C=CC=CC=2)C=CC=CC=1.N(C(N1CCCCC1)=O)=NC(N1CCCCC1)=O.C(O)(C(F)(F)F)=O. (3) The reactants are: Cl[CH:2]([CH3:24])[C:3]([N:5]([CH:14]1[CH:21]2[CH2:22][CH:17]3[CH2:18][CH:19]([CH2:23][CH:15]1[CH2:16]3)[CH2:20]2)[NH:6]C(OC(C)(C)C)=O)=[O:4].FC(F)(F)C(O)=O. Given the product [CH:21]12[CH2:20][CH:19]3[CH2:18][CH:17]([CH2:16][CH:15]([CH2:23]3)[CH:14]1[N:5]1[C:3](=[O:4])[CH:2]([CH3:24])[NH:6]1)[CH2:22]2, predict the reactants needed to synthesize it. (4) Given the product [CH3:2][C:1]([CH3:4])([CH3:3])[CH2:5][C:6]([C:16]1[CH:17]=[CH:18][C:13]([CH3:19])=[CH:14][CH:15]=1)=[O:7], predict the reactants needed to synthesize it. The reactants are: [C:1]([CH2:5][C:6](Cl)=[O:7])([CH3:4])([CH3:3])[CH3:2].[Cl-].[Cl-].[Cl-].[Al+3].[C:13]1([CH3:19])[CH:18]=[CH:17][CH:16]=[CH:15][CH:14]=1. (5) Given the product [Cl:8][C:9]1[CH:10]=[C:11]([C:15]2[CH:27]=[CH:26][C:18]([C:19]([OH:21])=[O:20])=[C:17]([NH:28][C:29]3[CH:34]=[CH:33][CH:32]=[C:31]([OH:35])[CH:30]=3)[CH:16]=2)[CH:12]=[CH:13][CH:14]=1, predict the reactants needed to synthesize it. The reactants are: FC(F)(F)C(O)=O.[Cl:8][C:9]1[CH:10]=[C:11]([C:15]2[CH:27]=[CH:26][C:18]([C:19]([O:21]C(C)(C)C)=[O:20])=[C:17]([NH:28][C:29]3[CH:34]=[CH:33][CH:32]=[C:31]([OH:35])[CH:30]=3)[CH:16]=2)[CH:12]=[CH:13][CH:14]=1.